This data is from Reaction yield outcomes from USPTO patents with 853,638 reactions. The task is: Predict the reaction yield, written as a fraction of the theoretical maximum amount of product (1.0 means a 100% yield; for example, 0.34 means a 34% yield). The reactants are [CH3:1][C:2]1[CH:7]=[CH:6][CH:5]=[C:4]([N+:8]([O-])=O)[C:3]=1[NH:11][C:12]1[CH:17]=[CH:16][CH:15]=[CH:14][CH:13]=1. The catalyst is CCOC(C)=O.[Pd]. The yield is 1.00. The product is [CH3:1][C:2]1[CH:7]=[CH:6][CH:5]=[C:4]([NH2:8])[C:3]=1[NH:11][C:12]1[CH:17]=[CH:16][CH:15]=[CH:14][CH:13]=1.